From a dataset of NCI-60 drug combinations with 297,098 pairs across 59 cell lines. Regression. Given two drug SMILES strings and cell line genomic features, predict the synergy score measuring deviation from expected non-interaction effect. (1) Drug 1: C1=C(C(=O)NC(=O)N1)N(CCCl)CCCl. Drug 2: CC1C(C(CC(O1)OC2CC(CC3=C2C(=C4C(=C3O)C(=O)C5=C(C4=O)C(=CC=C5)OC)O)(C(=O)CO)O)N)O.Cl. Cell line: A498. Synergy scores: CSS=74.6, Synergy_ZIP=4.27, Synergy_Bliss=4.34, Synergy_Loewe=9.27, Synergy_HSA=10.00. (2) Drug 2: C1=C(C(=O)NC(=O)N1)F. Synergy scores: CSS=48.1, Synergy_ZIP=3.23, Synergy_Bliss=3.56, Synergy_Loewe=8.20, Synergy_HSA=9.97. Cell line: PC-3. Drug 1: COC1=C(C=C2C(=C1)N=CN=C2NC3=CC(=C(C=C3)F)Cl)OCCCN4CCOCC4. (3) Drug 1: CC(C1=C(C=CC(=C1Cl)F)Cl)OC2=C(N=CC(=C2)C3=CN(N=C3)C4CCNCC4)N. Drug 2: C1=CC(=CC=C1CC(C(=O)O)N)N(CCCl)CCCl.Cl. Cell line: MDA-MB-435. Synergy scores: CSS=17.1, Synergy_ZIP=-1.74, Synergy_Bliss=4.60, Synergy_Loewe=-16.5, Synergy_HSA=-1.18. (4) Drug 1: CCC1=CC2CC(C3=C(CN(C2)C1)C4=CC=CC=C4N3)(C5=C(C=C6C(=C5)C78CCN9C7C(C=CC9)(C(C(C8N6C)(C(=O)OC)O)OC(=O)C)CC)OC)C(=O)OC.C(C(C(=O)O)O)(C(=O)O)O. Drug 2: COCCOC1=C(C=C2C(=C1)C(=NC=N2)NC3=CC=CC(=C3)C#C)OCCOC.Cl. Cell line: SF-268. Synergy scores: CSS=27.5, Synergy_ZIP=3.23, Synergy_Bliss=5.43, Synergy_Loewe=-26.0, Synergy_HSA=3.98.